From a dataset of Peptide-MHC class I binding affinity with 185,985 pairs from IEDB/IMGT. Regression. Given a peptide amino acid sequence and an MHC pseudo amino acid sequence, predict their binding affinity value. This is MHC class I binding data. (1) The peptide sequence is STLLMWHMH. The MHC is HLA-A31:01 with pseudo-sequence HLA-A31:01. The binding affinity (normalized) is 0.377. (2) The peptide sequence is LGFMNEDHW. The MHC is HLA-B57:01 with pseudo-sequence HLA-B57:01. The binding affinity (normalized) is 0.698. (3) The peptide sequence is LTSMKYFVK. The MHC is HLA-A33:01 with pseudo-sequence HLA-A33:01. The binding affinity (normalized) is 0.367. (4) The MHC is HLA-A24:02 with pseudo-sequence HLA-A24:02. The binding affinity (normalized) is 0.648. The peptide sequence is LWPKTHTLW. (5) The peptide sequence is SLLDAHIPQL. The MHC is HLA-B15:01 with pseudo-sequence HLA-B15:01. The binding affinity (normalized) is 0.194.